From a dataset of CYP3A4 inhibition data for predicting drug metabolism from PubChem BioAssay. Regression/Classification. Given a drug SMILES string, predict its absorption, distribution, metabolism, or excretion properties. Task type varies by dataset: regression for continuous measurements (e.g., permeability, clearance, half-life) or binary classification for categorical outcomes (e.g., BBB penetration, CYP inhibition). Dataset: cyp3a4_veith. (1) The compound is CCCCOc1ccc(/C=C/C(=O)NCCc2nc3ccccc3[nH]2)cc1. The result is 1 (inhibitor). (2) The compound is CC(=O)Nc1nonc1NC(=O)c1ccc(C(C)(C)C)cc1. The result is 0 (non-inhibitor).